Dataset: Reaction yield outcomes from USPTO patents with 853,638 reactions. Task: Predict the reaction yield, written as a fraction of the theoretical maximum amount of product (1.0 means a 100% yield; for example, 0.34 means a 34% yield). The reactants are [ClH:1].Cl.[C:3]([C:6]1[CH:7]=[CH:8][C:9]([F:34])=[C:10](/[CH:12]=[CH:13]/[CH2:14][N:15]([C:21]2[CH:26]=[CH:25][C:24]([O:27][CH:28]3[CH2:33][CH2:32][NH:31][CH2:30][CH2:29]3)=[CH:23][CH:22]=2)[S:16]([CH2:19][CH3:20])(=[O:18])=[O:17])[CH:11]=1)(=[NH:5])[NH2:4].Cl.[C:36](=[NH:41])(OCC)[CH3:37].C(N(CC)CC)C.Cl. The catalyst is C(O)C.O1CCOCC1.CO. The product is [ClH:1].[ClH:1].[C:36]([N:31]1[CH2:30][CH2:29][CH:28]([O:27][C:24]2[CH:25]=[CH:26][C:21]([N:15]([CH2:14]/[CH:13]=[CH:12]/[C:10]3[CH:11]=[C:6]([C:3](=[NH:4])[NH2:5])[CH:7]=[CH:8][C:9]=3[F:34])[S:16]([CH2:19][CH3:20])(=[O:18])=[O:17])=[CH:22][CH:23]=2)[CH2:33][CH2:32]1)(=[NH:41])[CH3:37]. The yield is 0.750.